From a dataset of Reaction yield outcomes from USPTO patents with 853,638 reactions. Predict the reaction yield, written as a fraction of the theoretical maximum amount of product (1.0 means a 100% yield; for example, 0.34 means a 34% yield). (1) The reactants are [CH3:1][C:2]([CH3:12])=[CH:3][C:4]1[CH:5]=[C:6]([CH:9]=[CH:10][CH:11]=1)[CH2:7][NH2:8]. The catalyst is C(O)C.[C].[Pd]. The product is [CH2:3]([C:4]1[CH:5]=[C:6]([CH:9]=[CH:10][CH:11]=1)[CH2:7][NH2:8])[CH:2]([CH3:12])[CH3:1]. The yield is 0.566. (2) The reactants are [CH3:1][NH:2][C:3]([C:5]1[CH:10]=[CH:9][C:8](B(O)O)=[CH:7][CH:6]=1)=[O:4].[NH2:14][C:15]1[N:16]=[C:17]([N:26]2[CH2:31][CH2:30][N:29]([C:32](=[O:42])[CH2:33][O:34][C:35]3[CH:40]=[CH:39][C:38]([Cl:41])=[CH:37][CH:36]=3)[CH2:28][CH2:27]2)[C:18]2[N:24]=[C:23](Cl)[CH:22]=[CH:21][C:19]=2[N:20]=1. No catalyst specified. The product is [NH2:14][C:15]1[N:16]=[C:17]([N:26]2[CH2:27][CH2:28][N:29]([C:32](=[O:42])[CH2:33][O:34][C:35]3[CH:40]=[CH:39][C:38]([Cl:41])=[CH:37][CH:36]=3)[CH2:30][CH2:31]2)[C:18]2[N:24]=[C:23]([C:8]3[CH:9]=[CH:10][C:5]([C:3]([NH:2][CH3:1])=[O:4])=[CH:6][CH:7]=3)[CH:22]=[CH:21][C:19]=2[N:20]=1. The yield is 0.850. (3) The product is [Br:1][C:2]1[CH:10]=[CH:9][C:5]([C:6]([O:8][CH2:19][CH2:20][CH2:21][CH3:22])=[O:7])=[CH:4][C:3]=1[O:11][CH2:10][CH2:2][CH2:3][CH3:4]. The catalyst is CN(C=O)C.O. The reactants are [Br:1][C:2]1[CH:10]=[CH:9][C:5]([C:6]([OH:8])=[O:7])=[CH:4][C:3]=1[OH:11].C(=O)([O-])[O-].[Cs+].[Cs+].Br[CH2:19][CH2:20][CH2:21][CH3:22]. The yield is 0.668. (4) The reactants are [OH:1][C@@H:2]([CH3:7])[C:3]([O:5][CH3:6])=[O:4].N1C=CN=C1.[Si:13](Cl)([C:16]([CH3:19])([CH3:18])[CH3:17])([CH3:15])[CH3:14]. The catalyst is CN(C=O)C. The product is [Si:13]([O:1][C@@H:2]([CH3:7])[C:3]([O:5][CH3:6])=[O:4])([C:16]([CH3:19])([CH3:18])[CH3:17])([CH3:15])[CH3:14]. The yield is 0.820.